Dataset: Catalyst prediction with 721,799 reactions and 888 catalyst types from USPTO. Task: Predict which catalyst facilitates the given reaction. (1) Reactant: Cl.[C:2]1(/[C:8](/[CH2:38][CH3:39])=[C:9](\[C:25]2[CH:30]=[CH:29][C:28](/[CH:31]=[CH:32]/[C:33]([O:35][CH2:36][CH3:37])=[O:34])=[CH:27][CH:26]=2)/[C:10]2[CH:24]=[CH:23][C:13]3[N:14](C4CCCCO4)[N:15]=[N:16][C:12]=3[CH:11]=2)[CH:7]=[CH:6][CH:5]=[CH:4][CH:3]=1. Product: [NH:14]1[C:13]2[CH:23]=[CH:24][C:10](/[C:9](/[C:25]3[CH:26]=[CH:27][C:28](/[CH:31]=[CH:32]/[C:33]([O:35][CH2:36][CH3:37])=[O:34])=[CH:29][CH:30]=3)=[C:8](/[C:2]3[CH:7]=[CH:6][CH:5]=[CH:4][CH:3]=3)\[CH2:38][CH3:39])=[CH:11][C:12]=2[N:16]=[N:15]1. The catalyst class is: 162. (2) Reactant: Cl[C:2]1[N:6]([CH2:7][CH2:8][CH2:9][C:10]([O:12][CH2:13][CH3:14])=[O:11])[C:5]2[C:15]([CH:20]([CH2:23][CH3:24])[CH2:21][CH3:22])=[CH:16][CH:17]=[C:18]([Cl:19])[C:4]=2[N:3]=1.[NH2:25][C:26]1[C:27]([CH3:33])=[N:28][N:29]([CH3:32])[C:30]=1[CH3:31].O.C1(C)C=CC(S(O)(=O)=O)=CC=1.C(=O)(O)[O-].[Na+]. Product: [Cl:19][C:18]1[C:4]2[N:3]=[C:2]([NH:25][C:26]3[C:27]([CH3:33])=[N:28][N:29]([CH3:32])[C:30]=3[CH3:31])[N:6]([CH2:7][CH2:8][CH2:9][C:10]([O:12][CH2:13][CH3:14])=[O:11])[C:5]=2[C:15]([CH:20]([CH2:23][CH3:24])[CH2:21][CH3:22])=[CH:16][CH:17]=1. The catalyst class is: 60. (3) Reactant: [C:1]1([S:7]([C:10]2[C:18]3[C:13](=[CH:14][CH:15]=[C:16]([O:19][CH2:20][CH2:21]OS(C4C=CC(C)=CC=4)(=O)=O)[CH:17]=3)[NH:12][N:11]=2)(=[O:9])=[O:8])[CH:6]=[CH:5][CH:4]=[CH:3][CH:2]=1.[NH:33]1[CH2:38][CH2:37][O:36][CH2:35][CH2:34]1. Product: [C:1]1([S:7]([C:10]2[C:18]3[C:13](=[CH:14][CH:15]=[C:16]([O:19][CH2:20][CH2:21][N:33]4[CH2:38][CH2:37][O:36][CH2:35][CH2:34]4)[CH:17]=3)[NH:12][N:11]=2)(=[O:9])=[O:8])[CH:2]=[CH:3][CH:4]=[CH:5][CH:6]=1. The catalyst class is: 1. (4) Reactant: [CH3:1][O:2][C:3]1[CH:4]=[CH:5][C:6]([C:16]([F:19])([F:18])[F:17])=[C:7]([C:9]2[CH:14]=[CH:13][CH:12]=[C:11]([NH2:15])[CH:10]=2)[CH:8]=1.[N+:20]([C:23]1[CH:31]=[C:30]2[C:26]([CH:27]=[C:28]([C:32](O)=[O:33])[NH:29]2)=[CH:25][CH:24]=1)([O-:22])=[O:21].CN(C(ON1N=NC2C=CC=NC1=2)=[N+](C)C)C.F[P-](F)(F)(F)(F)F.CCN(C(C)C)C(C)C. Product: [CH3:1][O:2][C:3]1[CH:4]=[CH:5][C:6]([C:16]([F:17])([F:18])[F:19])=[C:7]([C:9]2[CH:14]=[CH:13][CH:12]=[C:11]([NH:15][C:32]([C:28]3[NH:29][C:30]4[C:26]([CH:27]=3)=[CH:25][CH:24]=[C:23]([N+:20]([O-:22])=[O:21])[CH:31]=4)=[O:33])[CH:10]=2)[CH:8]=1. The catalyst class is: 3. (5) Product: [F:28][CH:27]([F:29])[O:19][C:16]1[CH:17]=[CH:18][C:3]2[CH:2]([CH3:1])[CH2:8][N:7]([C:9](=[O:14])[C:10]([F:13])([F:11])[F:12])[CH2:6][CH2:5][C:4]=2[N:15]=1. The catalyst class is: 329. Reactant: [CH3:1][CH:2]1[CH2:8][N:7]([C:9](=[O:14])[C:10]([F:13])([F:12])[F:11])[CH2:6][CH2:5][C:4]2[N:15]=[C:16]([OH:19])[CH:17]=[CH:18][C:3]1=2.C([O-])([O-])=O.[K+].[K+].Cl[C:27](C(O[Na])=O)([F:29])[F:28].C([O-])(O)=O.[Na+]. (6) Reactant: [CH3:1][CH:2]([O:4][C:5]1[CH:10]=[CH:9][CH:8]=[CH:7][C:6]=1[N:11]1[CH2:16][CH2:15][N:14]([CH2:17][CH2:18][NH:19][C:20](=[O:29])[CH2:21][N:22]2[CH2:27][CH2:26][CH2:25][CH2:24][C:23]2=[O:28])[CH2:13][CH2:12]1)[CH3:3].[CH2:30]1[CH2:35][CH2:34][CH:33]([NH:36][S:37]([OH:40])(=[O:39])=[O:38])[CH2:32][CH2:31]1. Product: [CH:33]1([NH:36][S:37]([OH:40])(=[O:39])=[O:38])[CH2:32][CH2:31][CH2:30][CH2:35][CH2:34]1.[CH3:3][CH:2]([O:4][C:5]1[CH:10]=[CH:9][CH:8]=[CH:7][C:6]=1[N:11]1[CH2:12][CH2:13][N:14]([CH2:17][CH2:18][NH:19][C:20](=[O:29])[CH2:21][N:22]2[CH2:27][CH2:26][CH2:25][CH2:24][C:23]2=[O:28])[CH2:15][CH2:16]1)[CH3:1]. The catalyst class is: 370. (7) Reactant: [C:1]1([C:7]2[O:11][C:10]([C:12]([F:15])([F:14])[F:13])=[C:9]([C:16](Cl)=[O:17])[CH:8]=2)[CH:6]=[CH:5][CH:4]=[CH:3][CH:2]=1.[F:19][C:20]([F:33])([F:32])[C:21]1[CH:22]=[C:23]([NH2:31])[CH:24]=[C:25]([C:27]([F:30])([F:29])[F:28])[CH:26]=1.C(N(CC)C(C)C)(C)C.Cl.C([O-])(O)=O.[Na+]. Product: [F:19][C:20]([F:32])([F:33])[C:21]1[CH:22]=[C:23]([NH:31][C:16]([C:9]2[CH:8]=[C:7]([C:1]3[CH:6]=[CH:5][CH:4]=[CH:3][CH:2]=3)[O:11][C:10]=2[C:12]([F:15])([F:14])[F:13])=[O:17])[CH:24]=[C:25]([C:27]([F:28])([F:30])[F:29])[CH:26]=1. The catalyst class is: 4.